From a dataset of Forward reaction prediction with 1.9M reactions from USPTO patents (1976-2016). Predict the product of the given reaction. (1) Given the reactants [C:1]([O:5][C:6](=[O:21])[CH2:7][NH:8][C:9]1[CH:14]=[CH:13][C:12]([C:15]([F:18])([F:17])[F:16])=[CH:11][C:10]=1[C:19]#[N:20])([CH3:4])([CH3:3])[CH3:2].CN(C=O)C.CC(C)([O-])C.[K+].Cl[C:34]([O:36][CH2:37][C:38]1[CH:43]=[CH:42][CH:41]=[CH:40][CH:39]=1)=[O:35], predict the reaction product. The product is: [C:1]([O:5][C:6]([C:7]1[N:8]([C:34]([O:36][CH2:37][C:38]2[CH:43]=[CH:42][CH:41]=[CH:40][CH:39]=2)=[O:35])[C:9]2[C:10]([C:19]=1[NH2:20])=[CH:11][C:12]([C:15]([F:18])([F:17])[F:16])=[CH:13][CH:14]=2)=[O:21])([CH3:4])([CH3:2])[CH3:3]. (2) Given the reactants [Cl:1][C:2]1[CH:7]=[CH:6][C:5]([S:8]([NH:11][CH:12]2[CH2:17][CH2:16][O:15][CH2:14][CH2:13]2)(=[O:10])=[O:9])=[CH:4][CH:3]=1.Br[CH2:19][C:20]1[CH:21]=[CH:22][C:23]([O:30][CH3:31])=[C:24]([CH:29]=1)[C:25]([O:27][CH3:28])=[O:26].C(=O)([O-])[O-].[Cs+].[Cs+].O, predict the reaction product. The product is: [Cl:1][C:2]1[CH:3]=[CH:4][C:5]([S:8]([N:11]([CH2:19][C:20]2[CH:21]=[CH:22][C:23]([O:30][CH3:31])=[C:24]([CH:29]=2)[C:25]([O:27][CH3:28])=[O:26])[CH:12]2[CH2:17][CH2:16][O:15][CH2:14][CH2:13]2)(=[O:10])=[O:9])=[CH:6][CH:7]=1.